From a dataset of Forward reaction prediction with 1.9M reactions from USPTO patents (1976-2016). Predict the product of the given reaction. (1) Given the reactants [CH2:1]([O:3][C:4](=[O:18])[CH:5]([O:15][CH2:16][CH3:17])[CH2:6][C:7]1[CH:12]=[CH:11][C:10]([OH:13])=[C:9]([F:14])[CH:8]=1)[CH3:2].[C:19]1([CH3:33])[CH:24]=[CH:23][C:22]([C:25]2[S:26][CH:27]=[C:28]([CH2:30][CH2:31]O)[N:29]=2)=[CH:21][CH:20]=1.C(OC(=O)CC1N=C(C2C=CC(C)=CC=2)SC=1)C.[H-].[Al+3].[Li+].[H-].[H-].[H-].C1(P(C2C=CC=CC=2)C2C=CC=CC=2)C=CC=CC=1.N(C(OCC)=O)=NC(OCC)=O, predict the reaction product. The product is: [CH2:1]([O:3][C:4](=[O:18])[CH:5]([O:15][CH2:16][CH3:17])[CH2:6][C:7]1[CH:12]=[CH:11][C:10]([O:13][CH2:31][CH2:30][C:28]2[N:29]=[C:25]([C:22]3[CH:23]=[CH:24][C:19]([CH3:33])=[CH:20][CH:21]=3)[S:26][CH:27]=2)=[C:9]([F:14])[CH:8]=1)[CH3:2]. (2) Given the reactants [C:1]([O:5][C:6]([CH:8]1[CH2:13][CH2:12][N:11]([C:14]2[C:22]([C:23]#[N:24])=[CH:21][C:17]([C:18](O)=[O:19])=[C:16]([CH2:25][N:26]3[CH2:30][CH2:29][CH2:28][C:27]3=[O:31])[N:15]=2)[CH2:10][CH2:9]1)=[O:7])([CH3:4])([CH3:3])[CH3:2].C(Cl)(=O)C([Cl:35])=O, predict the reaction product. The product is: [Cl:35][C:18]([C:17]1[CH:21]=[C:22]([C:23]#[N:24])[C:14]([N:11]2[CH2:12][CH2:13][CH:8]([C:6]([O:5][C:1]([CH3:4])([CH3:3])[CH3:2])=[O:7])[CH2:9][CH2:10]2)=[N:15][C:16]=1[CH2:25][N:26]1[CH2:30][CH2:29][CH2:28][C:27]1=[O:31])=[O:19]. (3) Given the reactants [CH:1]([O:4][C:5]([N:7]1[CH2:12][CH2:11][CH:10]([O:13][C:14]2[C:19]([CH3:20])=[C:18]([O:21][C:22]3[C:23]([CH3:29])=[N:24][C:25](Cl)=[CH:26][CH:27]=3)[N:17]=[CH:16][N:15]=2)[CH2:9][CH2:8]1)=[O:6])([CH3:3])[CH3:2].C(=O)([O-])[O-].[K+].[K+].[SH:36][CH2:37][CH2:38][OH:39], predict the reaction product. The product is: [CH:1]([O:4][C:5]([N:7]1[CH2:12][CH2:11][CH:10]([O:13][C:14]2[C:19]([CH3:20])=[C:18]([O:21][C:22]3[C:23]([CH3:29])=[N:24][C:25]([S:36][CH2:37][CH2:38][OH:39])=[CH:26][CH:27]=3)[N:17]=[CH:16][N:15]=2)[CH2:9][CH2:8]1)=[O:6])([CH3:3])[CH3:2].